This data is from NCI-60 drug combinations with 297,098 pairs across 59 cell lines. The task is: Regression. Given two drug SMILES strings and cell line genomic features, predict the synergy score measuring deviation from expected non-interaction effect. (1) Drug 1: CC1=C(C(CCC1)(C)C)C=CC(=CC=CC(=CC(=O)O)C)C. Drug 2: COC1=NC(=NC2=C1N=CN2C3C(C(C(O3)CO)O)O)N. Cell line: LOX IMVI. Synergy scores: CSS=-5.05, Synergy_ZIP=0.730, Synergy_Bliss=-5.12, Synergy_Loewe=-5.52, Synergy_HSA=-7.20. (2) Drug 1: CC1C(C(=O)NC(C(=O)N2CCCC2C(=O)N(CC(=O)N(C(C(=O)O1)C(C)C)C)C)C(C)C)NC(=O)C3=C4C(=C(C=C3)C)OC5=C(C(=O)C(=C(C5=N4)C(=O)NC6C(OC(=O)C(N(C(=O)CN(C(=O)C7CCCN7C(=O)C(NC6=O)C(C)C)C)C)C(C)C)C)N)C. Drug 2: COC1=C2C(=CC3=C1OC=C3)C=CC(=O)O2. Cell line: MALME-3M. Synergy scores: CSS=9.88, Synergy_ZIP=-10.4, Synergy_Bliss=-15.4, Synergy_Loewe=-52.0, Synergy_HSA=-15.7. (3) Drug 1: C1=CC=C(C(=C1)C(C2=CC=C(C=C2)Cl)C(Cl)Cl)Cl. Drug 2: C1=NC2=C(N=C(N=C2N1C3C(C(C(O3)CO)O)F)Cl)N. Cell line: RPMI-8226. Synergy scores: CSS=-10.4, Synergy_ZIP=2.33, Synergy_Bliss=-2.48, Synergy_Loewe=-3.62, Synergy_HSA=-7.66.